This data is from Forward reaction prediction with 1.9M reactions from USPTO patents (1976-2016). The task is: Predict the product of the given reaction. (1) Given the reactants [CH3:1][C:2]1[CH:7]=[CH:6][C:5]([N+:8]([O-])=O)=[CH:4][C:3]=1[NH:11][C:12]1[O:13][C:14]([C:17]2[CH:24]=[CH:23][C:20]([C:21]#[N:22])=[CH:19][CH:18]=2)=[CH:15][N:16]=1.O.O.[Sn](Cl)Cl, predict the reaction product. The product is: [NH2:8][C:5]1[CH:6]=[CH:7][C:2]([CH3:1])=[C:3]([NH:11][C:12]2[O:13][C:14]([C:17]3[CH:24]=[CH:23][C:20]([C:21]#[N:22])=[CH:19][CH:18]=3)=[CH:15][N:16]=2)[CH:4]=1. (2) Given the reactants [OH-].[Na+].C1COCC1.[Cl:8][C:9]1[CH:14]=[CH:13][C:12]([C:15]2[CH:20]=[CH:19][C:18]([NH:21][CH2:22][C:23]3[CH:28]=[CH:27][CH:26]=[C:25]([C:29]([F:32])([F:31])[F:30])[C:24]=3[C:33]3[CH:34]=[CH:35][C:36]([C:39]([NH:41][CH2:42][CH2:43][C:44]([O:46]CC)=[O:45])=[O:40])=[N:37][CH:38]=3)=[CH:17][CH:16]=2)=[CH:11][CH:10]=1.Cl, predict the reaction product. The product is: [Cl:8][C:9]1[CH:10]=[CH:11][C:12]([C:15]2[CH:20]=[CH:19][C:18]([NH:21][CH2:22][C:23]3[CH:28]=[CH:27][CH:26]=[C:25]([C:29]([F:30])([F:32])[F:31])[C:24]=3[C:33]3[CH:34]=[CH:35][C:36]([C:39]([NH:41][CH2:42][CH2:43][C:44]([OH:46])=[O:45])=[O:40])=[N:37][CH:38]=3)=[CH:17][CH:16]=2)=[CH:13][CH:14]=1. (3) Given the reactants [F:1][C:2]1[CH:10]=[C:9]([CH3:11])[C:8]([F:12])=[CH:7][C:3]=1[C:4]([OH:6])=[O:5].S(=O)(=O)(O)O.[CH2:18](O)[CH3:19], predict the reaction product. The product is: [F:1][C:2]1[CH:10]=[C:9]([CH3:11])[C:8]([F:12])=[CH:7][C:3]=1[C:4]([O:6][CH2:18][CH3:19])=[O:5]. (4) Given the reactants FC1C=CC(N)=C(C2CCC3C(=CC=C(OC)C=3)C2)C=1.Cl.[F:22][C:23]1[CH:24]=[C:25]([CH:29]=[CH:30][C:31]=1[O:32][CH2:33][CH2:34][N:35]1[CH2:40][CH2:39][CH2:38][CH2:37][CH2:36]1)[C:26](O)=O.[F:41][C:42]1[CH:47]=[CH:46][C:45]([NH:48][CH2:49][C:50]2C=CC(OCCN3CCCCC3)=C(F)C=2)=[C:44]([CH:66]2[CH2:75][CH2:74][C:73]3[C:68](=[CH:69][CH:70]=[C:71]([O:76][CH3:77])[CH:72]=3)[CH2:67]2)[CH:43]=1, predict the reaction product. The product is: [CH2:49]([N:48]([C:45]1[CH:46]=[CH:47][C:42]([F:41])=[CH:43][C:44]=1[CH:66]1[CH2:75][CH2:74][C:73]2[C:68](=[CH:69][CH:70]=[C:71]([O:76][CH3:77])[CH:72]=2)[CH2:67]1)[CH2:26][C:25]1[CH:29]=[CH:30][C:31]([O:32][CH2:33][CH2:34][N:35]2[CH2:40][CH2:39][CH2:38][CH2:37][CH2:36]2)=[C:23]([F:22])[CH:24]=1)[CH3:50]. (5) Given the reactants [Br:1][C:2]1[CH:3]=[CH:4][CH:5]=[C:6]2[C:11]=1[NH:10][C:9](=O)[CH:8]=[CH:7]2.O.N.P(Cl)(Cl)([Cl:17])=O, predict the reaction product. The product is: [Br:1][C:2]1[CH:3]=[CH:4][CH:5]=[C:6]2[C:11]=1[N:10]=[C:9]([Cl:17])[CH:8]=[CH:7]2.